This data is from Reaction yield outcomes from USPTO patents with 853,638 reactions. The task is: Predict the reaction yield, written as a fraction of the theoretical maximum amount of product (1.0 means a 100% yield; for example, 0.34 means a 34% yield). (1) The reactants are [CH2:1]([O:3][C:4]([C:6]1[O:7][C:8]2[C:14]([CH3:15])=[CH:13][C:12]([C:16]([CH2:27][CH3:28])([C:19]3[CH:24]=[CH:23][C:22]([OH:25])=[C:21]([CH3:26])[CH:20]=3)[CH2:17][CH3:18])=[CH:11][C:9]=2[CH:10]=1)=[O:5])[CH3:2].Br[CH2:30][C:31](=[O:36])[C:32]([CH3:35])([CH3:34])[CH3:33].C([O-])([O-])=O.[K+].[K+]. No catalyst specified. The product is [CH2:1]([O:3][C:4]([C:6]1[O:7][C:8]2[C:14]([CH3:15])=[CH:13][C:12]([C:16]([C:19]3[CH:24]=[CH:23][C:22]([O:25][CH2:30][C:31](=[O:36])[C:32]([CH3:35])([CH3:34])[CH3:33])=[C:21]([CH3:26])[CH:20]=3)([CH2:27][CH3:28])[CH2:17][CH3:18])=[CH:11][C:9]=2[CH:10]=1)=[O:5])[CH3:2]. The yield is 0.720. (2) The reactants are CO[C:3]([CH:5]1[C:10](=O)[CH2:9][CH2:8][N:7]([C:12]2[CH:13]=[N:14][C:15]([O:19][CH3:20])=[C:16]([CH3:18])[CH:17]=2)[CH2:6]1)=[O:4].C(O)(=O)C.[CH:25]([NH2:27])=[NH:26].C[O-].[Na+].C(O)(=O)C. The catalyst is CO.C(Cl)Cl. The product is [CH3:20][O:19][C:15]1[N:14]=[CH:13][C:12]([N:7]2[CH2:8][CH2:9][C:10]3[N:26]=[CH:25][N:27]=[C:3]([OH:4])[C:5]=3[CH2:6]2)=[CH:17][C:16]=1[CH3:18]. The yield is 0.760. (3) The reactants are [OH:1][C:2]1[CH:10]=[C:9]2[C:5]([CH:6]=[C:7]([C:11]([OH:13])=O)[NH:8]2)=[CH:4][CH:3]=1.C(N(CC)CC)C.[CH2:21]([CH:28]1[CH2:33][CH2:32][NH:31][CH2:30][CH2:29]1)[C:22]1[CH:27]=[CH:26][CH:25]=[CH:24][CH:23]=1.CN(C(ON1N=NC2C=CC=CC1=2)=[N+](C)C)C.F[P-](F)(F)(F)(F)F. The catalyst is CN(C)C=O. The product is [CH2:21]([CH:28]1[CH2:33][CH2:32][N:31]([C:11]([C:7]2[NH:8][C:9]3[C:5]([CH:6]=2)=[CH:4][CH:3]=[C:2]([OH:1])[CH:10]=3)=[O:13])[CH2:30][CH2:29]1)[C:22]1[CH:27]=[CH:26][CH:25]=[CH:24][CH:23]=1. The yield is 0.710. (4) The reactants are [OH:1][C:2]1[CH:3]=[C:4]([CH:9]=[CH:10][CH:11]=1)[C:5]([O:7][CH3:8])=[O:6].C([O-])([O-])=O.[K+].[K+].Cl[CH2:19][CH2:20][N:21]([CH3:23])[CH3:22]. The catalyst is CC#N. The product is [CH3:22][N:21]([CH3:23])[CH2:20][CH2:19][O:1][C:2]1[CH:3]=[C:4]([CH:9]=[CH:10][CH:11]=1)[C:5]([O:7][CH3:8])=[O:6]. The yield is 0.980. (5) The reactants are [O:1]([C:8]1[CH:9]=[C:10]([CH:13]=[CH:14][CH:15]=1)[CH:11]=O)[C:2]1[CH:7]=[CH:6][CH:5]=[CH:4][CH:3]=1.[CH3:16][O:17][C:18]1[CH:29]=[C:28]2[C:21]([NH:22][CH:23]=[C:24]2[CH2:25][CH2:26][NH2:27])=[CH:20][CH:19]=1.[BH4-].[Na+].CCOC(C)=O. The catalyst is CO. The product is [NH4+:22].[OH-:1].[CH3:16][O:17][C:18]1[CH:29]=[C:28]2[C:21](=[CH:20][CH:19]=1)[NH:22][CH:23]=[C:24]2[CH2:25][CH2:26][NH:27][CH2:11][C:10]1[CH:13]=[CH:14][CH:15]=[C:8]([O:1][C:2]2[CH:7]=[CH:6][CH:5]=[CH:4][CH:3]=2)[CH:9]=1. The yield is 0.0200. (6) The reactants are [Cl:1][C:2]1[C:11]2[C:6](=[CH:7][C:8]([O:14][CH2:15][CH2:16][CH2:17][N:18]3[CH2:23][CH2:22][S:21](=[O:25])(=[O:24])[CH2:20][CH2:19]3)=[C:9]([C:12]#[N:13])[CH:10]=2)[N:5]=[CH:4][CH:3]=1.[NH2:26][C:27]1[CH:28]=[C:29]2[C:33](=[CH:34][CH:35]=1)[NH:32][CH:31]=[CH:30]2.Cl. The catalyst is CC(O)CCC.C(O)(C)C. The product is [ClH:1].[C:12]([C:9]1[CH:10]=[C:11]2[C:6](=[CH:7][C:8]=1[O:14][CH2:15][CH2:16][CH2:17][N:18]1[CH2:23][CH2:22][S:21](=[O:25])(=[O:24])[CH2:20][CH2:19]1)[N:5]=[CH:4][CH:3]=[C:2]2[NH:26][C:27]1[CH:28]=[C:29]2[C:33](=[CH:34][CH:35]=1)[NH:32][CH:31]=[CH:30]2)#[N:13]. The yield is 0.900. (7) The catalyst is C1COCC1. The yield is 0.870. The reactants are [Si:1]([O:8][CH2:9][CH2:10][CH2:11][O:12][C:13]1[CH:14]=[C:15]([CH:20]=[C:21]([O:35][CH2:36][CH2:37][CH2:38][O:39][Si:40]([C:43]([CH3:46])([CH3:45])[CH3:44])([CH3:42])[CH3:41])[C:22]=1[O:23][CH2:24][CH2:25][CH2:26][O:27][Si:28]([C:31]([CH3:34])([CH3:33])[CH3:32])([CH3:30])[CH3:29])[C:16](OC)=[O:17])([C:4]([CH3:7])([CH3:6])[CH3:5])([CH3:3])[CH3:2].[H-].[H-].[H-].[H-].[Li+].[Al+3]. The product is [Si:1]([O:8][CH2:9][CH2:10][CH2:11][O:12][C:13]1[CH:14]=[C:15]([CH:20]=[C:21]([O:35][CH2:36][CH2:37][CH2:38][O:39][Si:40]([C:43]([CH3:46])([CH3:45])[CH3:44])([CH3:41])[CH3:42])[C:22]=1[O:23][CH2:24][CH2:25][CH2:26][O:27][Si:28]([C:31]([CH3:32])([CH3:33])[CH3:34])([CH3:30])[CH3:29])[CH2:16][OH:17])([C:4]([CH3:7])([CH3:5])[CH3:6])([CH3:3])[CH3:2].